This data is from Full USPTO retrosynthesis dataset with 1.9M reactions from patents (1976-2016). The task is: Predict the reactants needed to synthesize the given product. (1) Given the product [Br:12][CH:8]([C:4]1[CH:5]=[CH:6][CH:7]=[C:2]([Cl:1])[CH:3]=1)[C:9]([OH:11])=[O:10], predict the reactants needed to synthesize it. The reactants are: [Cl:1][C:2]1[CH:3]=[C:4]([CH2:8][C:9]([OH:11])=[O:10])[CH:5]=[CH:6][CH:7]=1.[Br:12]N1C(=O)CCC1=O.C1C(=O)N(Br)C(=O)C1.C(OOC(=O)C1C=CC=CC=1)(=O)C1C=CC=CC=1. (2) Given the product [CH2:12]([C@H:19]1[CH2:23][N:22]([C:9](=[O:11])[CH2:8][C:2]2[CH:3]=[CH:4][CH:5]=[CH:6][CH:7]=2)[C@H:21]([C:24]([NH:26][C:27]2[CH:32]=[CH:31][C:30]([O:33][C:34]3[CH:35]=[CH:36][C:37]([F:40])=[CH:38][CH:39]=3)=[CH:29][CH:28]=2)=[O:25])[CH2:20]1)[C:13]1[CH:14]=[CH:15][CH:16]=[CH:17][CH:18]=1, predict the reactants needed to synthesize it. The reactants are: Cl.[C:2]1([CH2:8][C:9]([OH:11])=O)[CH:7]=[CH:6][CH:5]=[CH:4][CH:3]=1.[CH2:12]([C@H:19]1[CH2:23][NH:22][C@H:21]([C:24]([NH:26][C:27]2[CH:32]=[CH:31][C:30]([O:33][C:34]3[CH:39]=[CH:38][C:37]([F:40])=[CH:36][CH:35]=3)=[CH:29][CH:28]=2)=[O:25])[CH2:20]1)[C:13]1[CH:18]=[CH:17][CH:16]=[CH:15][CH:14]=1. (3) Given the product [S:9]1[CH:13]=[CH:12][CH:11]=[C:10]1[C:14]1[C:15](=[O:16])[NH:7][C:2]2[C:1]([N:8]=1)=[CH:6][CH:5]=[CH:4][CH:3]=2, predict the reactants needed to synthesize it. The reactants are: [C:1]1([NH2:8])[CH:6]=[CH:5][CH:4]=[CH:3][C:2]=1[NH2:7].[S:9]1[CH:13]=[CH:12][CH:11]=[C:10]1[C:14](=O)[C:15](OCC)=[O:16]. (4) Given the product [O:1]1[C:5]2[C:6]([C:10]([CH3:30])([CH3:29])[CH2:11][C:12]([C:25]([F:28])([F:27])[F:26])([OH:24])[CH2:13][NH:14][C:15]3[CH:23]=[CH:22][CH:21]=[C:20]4[C:16]=3[CH:17]=[N:18][N:19]4[C:35]3[CH:36]=[N:37][C:32]([F:31])=[CH:33][CH:34]=3)=[CH:7][CH:8]=[CH:9][C:4]=2[CH2:3][CH2:2]1, predict the reactants needed to synthesize it. The reactants are: [O:1]1[C:5]2[C:6]([C:10]([CH3:30])([CH3:29])[CH2:11][C:12]([C:25]([F:28])([F:27])[F:26])([OH:24])[CH2:13][NH:14][C:15]3[CH:23]=[CH:22][CH:21]=[C:20]4[C:16]=3[CH:17]=[N:18][NH:19]4)=[CH:7][CH:8]=[CH:9][C:4]=2[CH2:3][CH2:2]1.[F:31][C:32]1[N:37]=[CH:36][C:35](B(O)O)=[CH:34][CH:33]=1.ClCCl.CCCCCC.C(OCC)(=O)C. (5) Given the product [C:37]([CH2:36][CH:35]([N:1]1[CH:5]=[C:4]([C:6]2[CH:11]=[N:10][N:9]3[C:12]([C:15]4[CH:16]=[C:17]([NH:21][C:22]([NH:24][CH2:25][C:26]([F:28])([F:27])[F:29])=[O:23])[CH:18]=[CH:19][CH:20]=4)=[CH:13][N:14]=[C:8]3[CH:7]=2)[CH:3]=[N:2]1)[C:31]1[O:30][CH:34]=[CH:33][CH:32]=1)#[N:38], predict the reactants needed to synthesize it. The reactants are: [NH:1]1[CH:5]=[C:4]([C:6]2[CH:11]=[N:10][N:9]3[C:12]([C:15]4[CH:16]=[C:17]([NH:21][C:22]([NH:24][CH2:25][C:26]([F:29])([F:28])[F:27])=[O:23])[CH:18]=[CH:19][CH:20]=4)=[CH:13][N:14]=[C:8]3[CH:7]=2)[CH:3]=[N:2]1.[O:30]1[CH:34]=[CH:33][CH:32]=[C:31]1[CH:35]=[CH:36][C:37]#[N:38]. (6) Given the product [CH:24]([O:26][CH2:27][CH2:28][O:29][NH:30][C:20]([C:12]1[CH:13]=[CH:14][C:15]2[N:16]([CH:17]=[N:18][CH:19]=2)[C:11]=1[NH:10][C:7]1[CH:8]=[CH:9][C:4]([CH:1]2[CH2:2][CH2:3]2)=[CH:5][C:6]=1[F:23])=[O:21])=[CH2:25], predict the reactants needed to synthesize it. The reactants are: [CH:1]1([C:4]2[CH:9]=[CH:8][C:7]([NH:10][C:11]3[N:16]4[CH:17]=[N:18][CH:19]=[C:15]4[CH:14]=[CH:13][C:12]=3[C:20](O)=[O:21])=[C:6]([F:23])[CH:5]=2)[CH2:3][CH2:2]1.[CH:24]([O:26][CH2:27][CH2:28][O:29][NH2:30])=[CH2:25].C1C=CC2N(O)N=NC=2C=1.CCN=C=NCCCN(C)C.Cl.CCN(C(C)C)C(C)C. (7) Given the product [CH2:33]([S:36][C@:7]1([C:4]2[CH:5]=[CH:6][C:1]([C:27]3[CH:32]=[CH:31][CH:30]=[CH:29][CH:28]=3)=[CH:2][CH:3]=2)[CH2:11][N:10]([C:12]([O:14][CH2:15][C:16]2[CH:21]=[CH:20][CH:19]=[CH:18][CH:17]=2)=[O:13])[C@H:9]([C:22]([O:24][CH3:25])=[O:23])[CH2:8]1)[CH:34]=[CH2:35], predict the reactants needed to synthesize it. The reactants are: [C:1]1([C:27]2[CH:32]=[CH:31][CH:30]=[CH:29][CH:28]=2)[CH:6]=[CH:5][C:4]([C@@:7]2(O)[CH2:11][N:10]([C:12]([O:14][CH2:15][C:16]3[CH:21]=[CH:20][CH:19]=[CH:18][CH:17]=3)=[O:13])[C@H:9]([C:22]([O:24][CH3:25])=[O:23])[CH2:8]2)=[CH:3][CH:2]=1.[CH2:33]([SH:36])[CH:34]=[CH2:35]. (8) Given the product [Br:1][C:2]1[CH:7]=[CH:6][C:5]([CH2:8][Br:13])=[C:4]([C:9]([F:10])([F:11])[F:12])[CH:3]=1, predict the reactants needed to synthesize it. The reactants are: [Br:1][C:2]1[CH:7]=[CH:6][C:5]([CH3:8])=[C:4]([C:9]([F:12])([F:11])[F:10])[CH:3]=1.[Br:13]N1C(=O)CCC1=O.N(C(C)(C)C#N)=NC(C)(C)C#N.O. (9) Given the product [CH:27]([C:24]1[CH:23]=[CH:22][C:21]([C:19]2[N:20]=[C:16]([N:9]([CH2:10][C:11]3[S:12][CH:13]=[CH:14][CH:15]=3)[S:8]([CH2:7][C:6]([OH:32])=[O:5])(=[O:30])=[O:31])[S:17][CH:18]=2)=[CH:26][CH:25]=1)([CH3:29])[CH3:28], predict the reactants needed to synthesize it. The reactants are: C([O:5][C:6](=[O:32])[CH2:7][S:8](=[O:31])(=[O:30])[N:9]([C:16]1[S:17][CH:18]=[C:19]([C:21]2[CH:26]=[CH:25][C:24]([CH:27]([CH3:29])[CH3:28])=[CH:23][CH:22]=2)[N:20]=1)[CH2:10][C:11]1[S:12][CH:13]=[CH:14][CH:15]=1)(C)(C)C.Cl. (10) Given the product [CH3:20][S:21]([O:10][CH2:9][C:6]1[C:5]([CH2:11][O:12][S:21]([CH3:20])(=[O:23])=[O:22])=[CH:4][C:3]([Br:2])=[CH:8][N:7]=1)(=[O:23])=[O:22], predict the reactants needed to synthesize it. The reactants are: Cl.[Br:2][C:3]1[CH:4]=[C:5]([CH2:11][OH:12])[C:6]([CH2:9][OH:10])=[N:7][CH:8]=1.C(N(CC)CC)C.[CH3:20][S:21](O[S:21]([CH3:20])(=[O:23])=[O:22])(=[O:23])=[O:22].